From a dataset of Peptide-MHC class II binding affinity with 134,281 pairs from IEDB. Regression. Given a peptide amino acid sequence and an MHC pseudo amino acid sequence, predict their binding affinity value. This is MHC class II binding data. (1) The peptide sequence is QFKPEEITGIMKDLD. The MHC is HLA-DPA10201-DPB10101 with pseudo-sequence HLA-DPA10201-DPB10101. The binding affinity (normalized) is 0.140. (2) The peptide sequence is GELQIVDKIFAAFKI. The MHC is DRB1_0101 with pseudo-sequence DRB1_0101. The binding affinity (normalized) is 0.430. (3) The binding affinity (normalized) is 0.389. The MHC is HLA-DPA10201-DPB10501 with pseudo-sequence HLA-DPA10201-DPB10501. The peptide sequence is INRQILDNAAKYVEH.